This data is from Reaction yield outcomes from USPTO patents with 853,638 reactions. The task is: Predict the reaction yield, written as a fraction of the theoretical maximum amount of product (1.0 means a 100% yield; for example, 0.34 means a 34% yield). (1) The reactants are [F:1][C:2]1[CH:3]=[CH:4][C:5]([CH:8]=O)=[N:6][CH:7]=1.Cl.[NH2:11][OH:12].[OH-].[Na+].Cl. The catalyst is C(O)C.O. The product is [F:1][C:2]1[CH:3]=[CH:4][C:5]([CH:8]=[N:11][OH:12])=[N:6][CH:7]=1. The yield is 0.790. (2) The reactants are [O:1]1[CH2:6][CH2:5][O:4][C:3]2[CH:7]=[C:8]([CH2:11][C:12]3[CH:13]=[C:14]([C:20]4([O:31][CH3:32])[C@H:25]([OH:26])[C@@H:24]([OH:27])[C@H:23]([OH:28])[C@@H:22]([CH2:29][OH:30])[O:21]4)[CH:15]=[CH:16][C:17]=3[CH2:18][CH3:19])[CH:9]=[CH:10][C:2]1=2.N1C=CN=C1.[CH3:38][C:39]([Si:42](Cl)([CH3:44])[CH3:43])([CH3:41])[CH3:40].[Cl-].[NH4+]. The catalyst is ClCCl.CN(C1C=CN=CC=1)C. The product is [Si:42]([O:30][CH2:29][C@H:22]1[O:21][C:20]([C:14]2[CH:15]=[CH:16][C:17]([CH2:18][CH3:19])=[C:12]([CH2:11][C:8]3[CH:9]=[CH:10][C:2]4[O:1][CH2:6][CH2:5][O:4][C:3]=4[CH:7]=3)[CH:13]=2)([O:31][CH3:32])[C@H:25]([OH:26])[C@@H:24]([OH:27])[C@@H:23]1[OH:28])([C:39]([CH3:41])([CH3:40])[CH3:38])([CH3:44])[CH3:43]. The yield is 0.980. (3) The reactants are [F:1][C:2]1[CH:7]=[CH:6][CH:5]=[C:4]([F:8])[C:3]=1[N:9]1[C:14]2[N:15]=[C:16]([NH:27][CH2:28][CH2:29][C:30]([NH:32][OH:33])=[NH:31])[N:17]=[C:18]([C:19]3[CH:24]=[CH:23][C:22]([F:25])=[CH:21][C:20]=3[CH3:26])[C:13]=2[CH:12]=[CH:11][C:10]1=[O:34].N1C=CC=NC=1.Cl[C:42](OCC(CC)CCCC)=[O:43]. The catalyst is O. The product is [F:1][C:2]1[CH:7]=[CH:6][CH:5]=[C:4]([F:8])[C:3]=1[N:9]1[C:14]2[N:15]=[C:16]([NH:27][CH2:28][CH2:29][C:30]3[NH:31][C:42](=[O:43])[O:33][N:32]=3)[N:17]=[C:18]([C:19]3[CH:24]=[CH:23][C:22]([F:25])=[CH:21][C:20]=3[CH3:26])[C:13]=2[CH:12]=[CH:11][C:10]1=[O:34]. The yield is 0.280. (4) The reactants are [Br:1][CH2:2][CH2:3][CH2:4][CH2:5][CH2:6][O:7][CH2:8][CH2:9][CH2:10][CH2:11][CH2:12][O:13]C1CCCCO1.O.C1(C)C=CC(S(O)(=O)=O)=CC=1. The catalyst is CO. The product is [Br:1][CH2:2][CH2:3][CH2:4][CH2:5][CH2:6][O:7][CH2:8][CH2:9][CH2:10][CH2:11][CH2:12][OH:13]. The yield is 0.950. (5) The reactants are [CH3:1][C:2]1[N:7]=[C:6]([NH2:8])[CH:5]=[CH:4][CH:3]=1.[C:9]([O:13][C:14](O[C:14]([O:13][C:9]([CH3:12])([CH3:11])[CH3:10])=[O:15])=[O:15])([CH3:12])([CH3:11])[CH3:10].[C:24](=[O:26])=[O:25].[Cl-].[NH4+]. The catalyst is CN(C)C=O.C(N(CC)CC)C.N1C=CC=CC=1. The product is [C:9]([O:13][C:14]([N:8]([C:6]1[CH:5]=[CH:4][CH:3]=[C:2]([CH3:1])[N:7]=1)[C:24](=[O:26])[O:25][C:9]([CH3:12])([CH3:11])[CH3:10])=[O:15])([CH3:12])([CH3:11])[CH3:10]. The yield is 0.747. (6) The reactants are Br[C:2]1[CH:7]=[CH:6][N:5]=[C:4]([CH2:8][CH2:9][N:10]2[C:29](=[O:30])[N:13]3[CH:14]=[C:15]([C:18]4[CH:23]=[CH:22][C:21]([O:24][C:25]([F:28])([F:27])[F:26])=[CH:20][CH:19]=4)[CH:16]=[CH:17][C:12]3=[N:11]2)[CH:3]=1.[CH:31]1(B(O)O)[CH2:33][CH2:32]1.C(=O)([O-])[O-].[K+].[K+]. The catalyst is O1CCOCC1. The yield is 0.810. The product is [CH:31]1([C:2]2[CH:7]=[CH:6][N:5]=[C:4]([CH2:8][CH2:9][N:10]3[C:29](=[O:30])[N:13]4[CH:14]=[C:15]([C:18]5[CH:19]=[CH:20][C:21]([O:24][C:25]([F:27])([F:28])[F:26])=[CH:22][CH:23]=5)[CH:16]=[CH:17][C:12]4=[N:11]3)[CH:3]=2)[CH2:33][CH2:32]1. (7) The reactants are [NH2:1][C@@H:2]([CH3:5])[CH2:3][OH:4].C(N(CC)CC)C.[C:13](O[C:13]([O:15][C:16]([CH3:19])([CH3:18])[CH3:17])=[O:14])([O:15][C:16]([CH3:19])([CH3:18])[CH3:17])=[O:14]. The catalyst is C1COCC1. The product is [OH:4][CH2:3][C@@H:2]([NH:1][C:13](=[O:14])[O:15][C:16]([CH3:19])([CH3:18])[CH3:17])[CH3:5]. The yield is 0.950.